Dataset: Full USPTO retrosynthesis dataset with 1.9M reactions from patents (1976-2016). Task: Predict the reactants needed to synthesize the given product. (1) The reactants are: [F:1][C:2]1[CH:3]=[C:4]([N:9]2[C:13]([CH3:15])([CH3:14])[C:12](=[O:16])[N:11]([C:17]3[CH:24]=[CH:23][C:20]([C:21]#[N:22])=[C:19]([C:25]([F:28])([F:27])[F:26])[CH:18]=3)[C:10]2=[S:29])[CH:5]=[CH:6][C:7]=1[OH:8].[OH-].[K+].C(OP(O)(OCC)=O)C.Br[CH:42]([F:44])[F:43]. Given the product [F:43][CH:42]([F:44])[O:8][C:7]1[CH:6]=[CH:5][C:4]([N:9]2[C:13]([CH3:14])([CH3:15])[C:12](=[O:16])[N:11]([C:17]3[CH:24]=[CH:23][C:20]([C:21]#[N:22])=[C:19]([C:25]([F:26])([F:27])[F:28])[CH:18]=3)[C:10]2=[S:29])=[CH:3][C:2]=1[F:1], predict the reactants needed to synthesize it. (2) The reactants are: C(N(CC)CC)C.[NH:8]1[C:16]2[C:11](=[C:12]([CH:17]=[CH:18][C:19]([OH:21])=O)[CH:13]=[CH:14][CH:15]=2)[CH:10]=[CH:9]1.ClC(OCC)=O.[N-:28]=[N+:29]=[N-:30].[Na+]. Given the product [NH:8]1[C:16]2[C:11](=[C:12]([CH:17]=[CH:18][C:19]([N:28]=[N+:29]=[N-:30])=[O:21])[CH:13]=[CH:14][CH:15]=2)[CH:10]=[CH:9]1, predict the reactants needed to synthesize it. (3) Given the product [P:3]([O-:20])([O-:5])([O-:4])=[O:2].[O-:39][P:38]([O:41][P:42]([O-:45])([O-:44])=[O:43])(=[O:37])[O-:40], predict the reactants needed to synthesize it. The reactants are: [Na].[O-:2][P:3]1([O:20]P([O-])(=O)[O:5][P:3]([O-:20])(=[O:4])[O:2]P([O-])(=O)[O:5][P:3]([O-:20])(=[O:4])[O:2]P([O-])(=O)[O:5]1)=[O:4].[Na+].[Na+].[Na+].[Na+].[Na+].[Na+].[O-]P(=O)=O.[Na+].[O-:37][P:38]([O:41][P:42]([O:45]P([O-])([O-])=O)([O-:44])=[O:43])(=[O:40])[O-:39].[Na+].[Na+].[Na+].[Na+].[Na+].